Dataset: Full USPTO retrosynthesis dataset with 1.9M reactions from patents (1976-2016). Task: Predict the reactants needed to synthesize the given product. (1) Given the product [C:9]1([C@@H:4]2[C@H:3]([CH3:2])[CH2:8][CH2:7][N:6]([C:27]([N:21]3[CH2:26][CH2:25][CH2:24][CH2:23][CH2:22]3)=[O:28])[CH2:5]2)[N:13]2[C:14]3[CH:20]=[CH:19][NH:18][C:15]=3[N:16]=[CH:17][C:12]2=[CH:11][N:10]=1, predict the reactants needed to synthesize it. The reactants are: Cl.[CH3:2][C@@H:3]1[CH2:8][CH2:7][NH:6][CH2:5][C@@H:4]1[C:9]1[N:13]2[C:14]3[CH:20]=[CH:19][NH:18][C:15]=3[N:16]=[CH:17][C:12]2=[CH:11][N:10]=1.[N:21]1([C:27](Cl)=[O:28])[CH2:26][CH2:25][CH2:24][CH2:23][CH2:22]1. (2) Given the product [C:21]([O:25][C:26](=[O:27])[N:11]([C:5]1[C:6]2[N:7]([CH:8]=[CH:9][N:10]=2)[C:2]([Br:1])=[CH:3][N:4]=1)[CH2:12][C:13]1[CH:18]=[CH:17][C:16]([O:19][CH3:20])=[CH:15][CH:14]=1)([CH3:24])([CH3:23])[CH3:22], predict the reactants needed to synthesize it. The reactants are: [Br:1][C:2]1[N:7]2[CH:8]=[CH:9][N:10]=[C:6]2[C:5]([NH:11][CH2:12][C:13]2[CH:18]=[CH:17][C:16]([O:19][CH3:20])=[CH:15][CH:14]=2)=[N:4][CH:3]=1.[C:21]([O:25][C:26](O[C:26]([O:25][C:21]([CH3:24])([CH3:23])[CH3:22])=[O:27])=[O:27])([CH3:24])([CH3:23])[CH3:22]. (3) Given the product [S:12]1[CH:16]=[CH:15][CH:14]=[C:13]1[C:2]1[C:10]2[C:6](=[N:7][S:8][N:9]=2)[C:5]([C:13]2[S:12][CH:16]=[CH:15][CH:14]=2)=[CH:4][CH:3]=1, predict the reactants needed to synthesize it. The reactants are: Br[C:2]1[C:10]2[C:6](=[N:7][S:8][N:9]=2)[C:5](Br)=[CH:4][CH:3]=1.[S:12]1[CH:16]=[CH:15][CH:14]=[C:13]1B(O)O.C(=O)([O-])[O-].[Na+].[Na+]. (4) The reactants are: [CH3:1][O:2][C:3]1[CH:8]=[C:7]([O:9][CH3:10])[N:6]=[C:5]([N:11]2[C:16](=[O:17])[C:15]3[CH:18]=[C:19]([CH2:21][CH3:22])[S:20][C:14]=3[NH:13][C:12]2=[O:23])[N:4]=1.Br[CH2:25][C:26]1[CH:31]=[CH:30][C:29]([C:32]2[CH:37]=[CH:36][CH:35]=[CH:34][C:33]=2[C:38]2[N:42]=[C:41](C(Cl)(Cl)Cl)[O:40][N:39]=2)=[CH:28][CH:27]=1.C(=O)([O-])[O-:48].[K+].[K+].CN(C)C=O. Given the product [CH3:10][O:9][C:7]1[CH:8]=[C:3]([O:2][CH3:1])[N:4]=[C:5]([N:11]2[C:16](=[O:17])[C:15]3[CH:18]=[C:19]([CH2:21][CH3:22])[S:20][C:14]=3[N:13]([CH2:25][C:26]3[CH:31]=[CH:30][C:29]([C:32]4[CH:37]=[CH:36][CH:35]=[CH:34][C:33]=4[C:38]4[NH:42][C:41](=[O:48])[O:40][N:39]=4)=[CH:28][CH:27]=3)[C:12]2=[O:23])[N:6]=1, predict the reactants needed to synthesize it. (5) Given the product [CH2:17]([NH:16][C:14](=[O:15])[NH:13][C:6]1[N:7]=[CH:8][C:9]2[C:4]([CH:5]=1)=[CH:3][C:2]([NH:1][CH2:19][C:21]1[CH:31]=[CH:30][C:24]([O:25][CH2:26][C:27]([NH2:29])=[O:28])=[CH:23][CH:22]=1)=[CH:11][C:10]=2[CH3:12])[CH3:18], predict the reactants needed to synthesize it. The reactants are: [NH2:1][C:2]1[CH:3]=[C:4]2[C:9](=[C:10]([CH3:12])[CH:11]=1)[CH:8]=[N:7][C:6]([NH:13][C:14]([NH:16][CH2:17][CH3:18])=[O:15])=[CH:5]2.[CH:19]([C:21]1[CH:31]=[CH:30][C:24]([O:25][CH2:26][C:27]([NH2:29])=[O:28])=[CH:23][CH:22]=1)=O.